From a dataset of Forward reaction prediction with 1.9M reactions from USPTO patents (1976-2016). Predict the product of the given reaction. (1) Given the reactants [CH:1]1([S:6][C:7]2[CH:12]=[CH:11][CH:10]=[C:9](Br)[CH:8]=2)[CH2:5][CH2:4][CH2:3][CH2:2]1.C([Li])CCC.[I:19]I.S([O-])([O-])=O.[Na+].[Na+], predict the reaction product. The product is: [CH:1]1([S:6][C:7]2[CH:12]=[CH:11][CH:10]=[C:9]([I:19])[CH:8]=2)[CH2:5][CH2:4][CH2:3][CH2:2]1. (2) Given the reactants [Cl:1][C:2]1[N:3]=[C:4]([N:13]2[CH2:18][CH2:17][O:16][CH2:15][CH2:14]2)[C:5]2[N:10]=[C:9]([CH:11]=O)[S:8][C:6]=2[N:7]=1.[NH:19]1[CH2:22][CH:21]([N:23]2[CH2:28][CH2:27][O:26][CH2:25][CH2:24]2)[CH2:20]1.C(O[BH-](OC(=O)C)OC(=O)C)(=O)C.[Na+], predict the reaction product. The product is: [Cl:1][C:2]1[N:3]=[C:4]([N:13]2[CH2:18][CH2:17][O:16][CH2:15][CH2:14]2)[C:5]2[N:10]=[C:9]([CH2:11][N:19]3[CH2:22][CH:21]([N:23]4[CH2:28][CH2:27][O:26][CH2:25][CH2:24]4)[CH2:20]3)[S:8][C:6]=2[N:7]=1.